Dataset: Full USPTO retrosynthesis dataset with 1.9M reactions from patents (1976-2016). Task: Predict the reactants needed to synthesize the given product. (1) The reactants are: C(OC(=O)[NH:7][C@@H:8]1[C:17]2[C:12](=[CH:13][CH:14]=[CH:15][CH:16]=2)[C@@H:11]([O:18][C:19]2[CH:24]=[CH:23][N:22]=[C:21]([NH:25][C:26](=[O:30])[CH2:27][O:28][CH3:29])[CH:20]=2)[CH2:10][CH2:9]1)(C)(C)C.C(O)(C(F)(F)F)=O. Given the product [NH3:7].[NH2:7][C@@H:8]1[C:17]2[C:12](=[CH:13][CH:14]=[CH:15][CH:16]=2)[C@@H:11]([O:18][C:19]2[CH:24]=[CH:23][N:22]=[C:21]([NH:25][C:26](=[O:30])[CH2:27][O:28][CH3:29])[CH:20]=2)[CH2:10][CH2:9]1, predict the reactants needed to synthesize it. (2) Given the product [Cl:1][C:2]1[CH:7]=[CH:6][CH:5]=[CH:4][C:3]=1[C:8]1[O:12][N:11]=[CH:10][C:9]=1[C:13]([N:31]1[CH2:32][CH2:33][CH:29]([C:26]2[CH:27]=[CH:28][C:23]([CH3:22])=[CH:24][CH:25]=2)[CH2:30]1)=[O:15], predict the reactants needed to synthesize it. The reactants are: [Cl:1][C:2]1[CH:7]=[CH:6][CH:5]=[CH:4][C:3]=1[C:8]1[O:12][N:11]=[CH:10][C:9]=1[C:13]([OH:15])=O.C(O)(=O)C(O)=O.[CH3:22][C:23]1[CH:28]=[CH:27][C:26]([CH:29]2[CH2:33][CH2:32][NH:31][CH2:30]2)=[CH:25][CH:24]=1. (3) Given the product [F:35][C:30]1[CH:31]=[CH:32][CH:33]=[CH:34][C:29]=1[C@@H:17]1[CH2:18][C:19](=[O:20])[CH2:27][CH2:28][C@H:16]1[C:14]([OH:15])=[O:36], predict the reactants needed to synthesize it. The reactants are: C([C@@H]1COC(=O)N1[C:14]([C@@H:16]1[CH2:28][CH2:27][C:19]2(OCC(C)(C)C[O:20]2)[CH2:18][C@H:17]1[C:29]1[CH:34]=[CH:33][CH:32]=[CH:31][C:30]=1[F:35])=[O:15])C1C=CC=CC=1.[OH:36]O.[Li+].[OH-].Cl.C1(NC2CCCCC2)CCCCC1. (4) The reactants are: [S:1]1[C:5]([CH:6]=O)=[CH:4][C:3]2[CH:8]=[CH:9][CH:10]=[CH:11][C:2]1=2.ClC1C=CC(C[CH:18]2[C:23](=[O:24])[O:22][C:21]([CH3:26])([CH3:25])[O:20][C:19]2=[O:27])=CC=1.BrC1C=C2C(=CC=1)N=C(Cl)C(CC1C=CC(Cl)=CC=1)=C2Cl. Given the product [S:1]1[C:5]([CH2:6][CH:18]2[C:23](=[O:24])[O:22][C:21]([CH3:26])([CH3:25])[O:20][C:19]2=[O:27])=[CH:4][C:3]2[CH:8]=[CH:9][CH:10]=[CH:11][C:2]1=2, predict the reactants needed to synthesize it. (5) Given the product [CH3:28][C:11]1[CH:12]=[C:13]([C:14]([N:16]2[CH2:22][CH2:21][CH2:20][CH2:19][C:18]3[S:23][CH:24]=[CH:25][C:17]2=3)=[O:15])[CH:26]=[CH:27][C:10]=1[CH2:9][O:8][C:6]([N:36]1[CH2:37][CH2:38][N:33]([CH2:32][CH:29]2[CH2:31][CH2:30]2)[CH2:34][CH2:35]1)=[O:7], predict the reactants needed to synthesize it. The reactants are: N1C=CN=C1[C:6]([O:8][CH2:9][C:10]1[CH:27]=[CH:26][C:13]([C:14]([N:16]2[CH2:22][CH2:21][CH2:20][CH2:19][C:18]3[S:23][CH:24]=[CH:25][C:17]2=3)=[O:15])=[CH:12][C:11]=1[CH3:28])=[O:7].[CH:29]1([CH2:32][N:33]2[CH2:38][CH2:37][NH:36][CH2:35][CH2:34]2)[CH2:31][CH2:30]1.CCN(C(C)C)C(C)C. (6) The reactants are: [C:1]([NH:8][CH2:9][CH2:10][C:11]([OH:13])=[O:12])([O:3][C:4]([CH3:7])([CH3:6])[CH3:5])=[O:2].[CH2:14](O)[C:15]#[CH:16].C1(N=C=NC2CCCCC2)CCCCC1. Given the product [CH2:16]([O:12][C:11](=[O:13])[CH2:10][CH2:9][NH:8][C:1]([O:3][C:4]([CH3:6])([CH3:7])[CH3:5])=[O:2])[C:15]#[CH:14], predict the reactants needed to synthesize it. (7) The reactants are: [CH3:1][O:2][C:3]1[CH:8]=[CH:7][C:6]([CH2:9][CH2:10][C:11]([OH:13])=O)=[CH:5][CH:4]=1.Cl.CN(C)CCCN=C=NCC.O.OC1C2N=NNC=2C=CC=1.C(N(CC)CC)C.[CH3:44][C:45]1[N:46]=[C:47]([NH2:55])[C:48]2[CH:53]=[C:52]([CH3:54])[S:51][C:49]=2[N:50]=1. Given the product [CH3:1][O:2][C:3]1[CH:4]=[CH:5][C:6]([CH2:9][CH2:10][C:11]([NH:55][C:47]2[C:48]3[CH:53]=[C:52]([CH3:54])[S:51][C:49]=3[N:50]=[C:45]([CH3:44])[N:46]=2)=[O:13])=[CH:7][CH:8]=1, predict the reactants needed to synthesize it.